This data is from Full USPTO retrosynthesis dataset with 1.9M reactions from patents (1976-2016). The task is: Predict the reactants needed to synthesize the given product. Given the product [Cl:35][C:32]1[CH:31]=[CH:30][C:29]([C:26]2[S:27][CH:28]=[C:24]([CH2:23][S:22][C:4]3[C:5]([C:20]#[N:21])=[C:6]([C:10]4[CH:11]=[CH:12][C:13]([O:16][CH2:17][CH2:18][OH:19])=[CH:14][CH:15]=4)[C:7]([C:8]#[N:9])=[C:2]([NH:37][CH3:36])[N:3]=3)[N:25]=2)=[CH:34][CH:33]=1, predict the reactants needed to synthesize it. The reactants are: Cl[C:2]1[C:7]([C:8]#[N:9])=[C:6]([C:10]2[CH:15]=[CH:14][C:13]([O:16][CH2:17][CH2:18][OH:19])=[CH:12][CH:11]=2)[C:5]([C:20]#[N:21])=[C:4]([S:22][CH2:23][C:24]2[N:25]=[C:26]([C:29]3[CH:34]=[CH:33][C:32]([Cl:35])=[CH:31][CH:30]=3)[S:27][CH:28]=2)[N:3]=1.[CH3:36][NH2:37].O.